Dataset: Full USPTO retrosynthesis dataset with 1.9M reactions from patents (1976-2016). Task: Predict the reactants needed to synthesize the given product. (1) Given the product [NH2:1][C:2]1[C:11]2[N:10]=[C:9]([C:12]3[CH:17]=[CH:16][CH:15]=[C:14]([F:18])[CH:13]=3)[CH:8]=[CH:7][C:6]=2[C:5]([C:19]([OH:21])=[O:20])=[CH:4][N:3]=1, predict the reactants needed to synthesize it. The reactants are: [NH2:1][C:2]1[C:11]2[N:10]=[C:9]([C:12]3[CH:17]=[CH:16][CH:15]=[C:14]([F:18])[CH:13]=3)[CH:8]=[CH:7][C:6]=2[C:5]([C:19]([O:21]CC)=[O:20])=[CH:4][N:3]=1.CO.[OH-].[Na+]. (2) The reactants are: [Cl:1][C:2]1[CH:3]=[C:4]([C:8]2[N:12]=[C:11]([NH2:13])[NH:10][N:9]=2)[CH:5]=[CH:6][CH:7]=1.[NH:14]1[C:18]2[CH:19]=[CH:20][C:21]([C:23](=O)[CH2:24][C:25](OCC)=[O:26])=[CH:22][C:17]=2[N:16]=[N:15]1.CC1C=CC(S(O)(=O)=O)=CC=1. Given the product [NH:14]1[C:18]2[CH:19]=[CH:20][C:21]([C:23]3[NH:13][C:11]4[N:10]([N:9]=[C:8]([C:4]5[CH:5]=[CH:6][CH:7]=[C:2]([Cl:1])[CH:3]=5)[N:12]=4)[C:25](=[O:26])[CH:24]=3)=[CH:22][C:17]=2[N:16]=[N:15]1, predict the reactants needed to synthesize it.